This data is from Forward reaction prediction with 1.9M reactions from USPTO patents (1976-2016). The task is: Predict the product of the given reaction. (1) Given the reactants [CH3:1][C@H:2]1[CH2:6][CH2:5][CH2:4][N:3]1[CH2:7][CH2:8][CH2:9][O:10][C:11]1[CH:16]=[CH:15][C:14]([N:17]2[CH2:22][CH2:21][N:20](C(OC(C)(C)C)=O)[CH2:19][C:18]2=[O:30])=[CH:13][CH:12]=1.C(O)(C(F)(F)F)=O, predict the reaction product. The product is: [CH3:1][C@H:2]1[CH2:6][CH2:5][CH2:4][N:3]1[CH2:7][CH2:8][CH2:9][O:10][C:11]1[CH:16]=[CH:15][C:14]([N:17]2[CH2:22][CH2:21][NH:20][CH2:19][C:18]2=[O:30])=[CH:13][CH:12]=1. (2) Given the reactants [Cl:1][C:2]1[CH:3]=[C:4]2[C:8](=[CH:9][C:10]=1[F:11])[CH2:7][N:6](C(C1C=CC=CC=1)(C1C=CC=CC=1)C1C=CC=CC=1)[CH2:5]2.FC(F)(F)C(O)=O, predict the reaction product. The product is: [Cl:1][C:2]1[CH:3]=[C:4]2[C:8](=[CH:9][C:10]=1[F:11])[CH2:7][NH:6][CH2:5]2.